Dataset: Experimentally validated miRNA-target interactions with 360,000+ pairs, plus equal number of negative samples. Task: Binary Classification. Given a miRNA mature sequence and a target amino acid sequence, predict their likelihood of interaction. (1) The protein sequence of the target gene is MKNPEAQQDVSVSQGFRMLFYTMKPSETSFQTLEEVPDYVKKATPFFISLMLLELVVSWILKGKPPGRLDDALTSISAGVLSRLPSLFFRSIELTSYIYIWENYRLFNLPWDSPWTWYSAFLGVDFGYYWFHRMAHEVNIMWAGHQTHHSSEDYNLSTALRQSVLQIYTSWIFYSPLALFIPPSVYAVHLQFNLLYQFWIHTEVINNLGPLELILNTPSHHRVHHGRNRYCIDKNYAGVLIIWDKIFGTFEAENEKVVYGLTHPINTFEPIKVQFHHLFSIWTTFWATPGFFNKFSVIFK.... The miRNA is hsa-miR-6738-3p with sequence CUUCUGCCUGCAUUCUACUCCCAG. Result: 1 (interaction). (2) The protein sequence of the target gene is MTLDMDAVLSDFVRSTGAEPGLARDLLEGKNWDVSAALSDFEQLRQVHAGNLSPPFSGGSTCPKTPEKGGSDREPTRPSRPILQRQDDVIQEKRLSRGISHASSSIVSLARSHVSSNGGGGGSSEHPLEMPICAFQLPDLTVYKEDFRSFIERDLIEQSMLVALEQAGRLNWWVSMDSTCQRLLPLATTGDGNCLLHAASLGMWGFHDRDLVLRKALYALMEKGVEKEALRRRWRWQQTQQNKESGLVYTEDEWQKEWNELIKLASSEPRMHLGSNGASGGGVESSEEPVYESLEEFHVF.... The miRNA is mmu-miR-149-5p with sequence UCUGGCUCCGUGUCUUCACUCCC. Result: 1 (interaction).